This data is from Forward reaction prediction with 1.9M reactions from USPTO patents (1976-2016). The task is: Predict the product of the given reaction. The product is: [CH2:21]([N:17]([C@H:19]([C:20]1[CH:7]=[CH:6][CH:5]=[CH:4][CH:21]=1)[CH3:23])[C@@H:6]([C:7]1[CH:12]=[CH:11][CH:10]=[C:9]([N+:13]([O-:15])=[O:14])[CH:8]=1)[CH2:5][C:4]([O:3][CH2:1][CH3:2])=[O:16])[C:20]1[CH:10]=[CH:9][CH:8]=[CH:23][CH:19]=1. Given the reactants [CH2:1]([O:3][C:4](=[O:16])[CH:5]=[CH:6][C:7]1[CH:12]=[CH:11][CH:10]=[C:9]([N+:13]([O-:15])=[O:14])[CH:8]=1)[CH3:2].[NH4+:17].[Cl-].[CH2:19]1[CH2:23]O[CH2:21][CH2:20]1, predict the reaction product.